Dataset: Peptide-MHC class I binding affinity with 185,985 pairs from IEDB/IMGT. Task: Regression. Given a peptide amino acid sequence and an MHC pseudo amino acid sequence, predict their binding affinity value. This is MHC class I binding data. The peptide sequence is TLFIGSHVV. The MHC is HLA-B58:01 with pseudo-sequence HLA-B58:01. The binding affinity (normalized) is 0.